This data is from Forward reaction prediction with 1.9M reactions from USPTO patents (1976-2016). The task is: Predict the product of the given reaction. Given the reactants [C:1](#[N:3])[CH3:2].C[Si]([N-][Si](C)(C)C)(C)C.[K+].[NH2:14][C:15]1[N:20]=[C:19]([C:21]2[O:22][C:23](Br)=[CH:24][CH:25]=2)[C:18]([C:27]#[N:28])=[C:17]([S:29][CH2:30][CH2:31][C:32]2[CH:37]=[CH:36][CH:35]=[CH:34][N:33]=2)[N:16]=1, predict the reaction product. The product is: [NH2:14][C:15]1[N:20]=[C:19]([C:21]2[O:22][C:23]([CH2:2][C:1]#[N:3])=[CH:24][CH:25]=2)[C:18]([C:27]#[N:28])=[C:17]([S:29][CH2:30][CH2:31][C:32]2[CH:37]=[CH:36][CH:35]=[CH:34][N:33]=2)[N:16]=1.